From a dataset of Peptide-MHC class II binding affinity with 134,281 pairs from IEDB. Regression. Given a peptide amino acid sequence and an MHC pseudo amino acid sequence, predict their binding affinity value. This is MHC class II binding data. (1) The peptide sequence is LGMLLMTGGVTLVRK. The MHC is DRB3_0202 with pseudo-sequence DRB3_0202. The binding affinity (normalized) is 0.898. (2) The peptide sequence is QVPLVQQQQYLGQQQP. The MHC is DRB1_1001 with pseudo-sequence DRB1_1001. The binding affinity (normalized) is 0.228. (3) The peptide sequence is EKKYFAATQFEPLAE. The MHC is HLA-DQA10501-DQB10201 with pseudo-sequence HLA-DQA10501-DQB10201. The binding affinity (normalized) is 0.587. (4) The peptide sequence is AVTYYKEADYSQIPI. The binding affinity (normalized) is 0.346. The MHC is DRB1_1001 with pseudo-sequence DRB1_1001. (5) The peptide sequence is AAATAGTTVYGAFIA. The MHC is HLA-DPA10103-DPB10601 with pseudo-sequence HLA-DPA10103-DPB10601. The binding affinity (normalized) is 0.0830.